This data is from Reaction yield outcomes from USPTO patents with 853,638 reactions. The task is: Predict the reaction yield, written as a fraction of the theoretical maximum amount of product (1.0 means a 100% yield; for example, 0.34 means a 34% yield). (1) The reactants are [C:1]([O:5][C:6]([NH:8][CH:9]([C@H:21]([CH3:29])[CH2:22][CH:23]([CH3:28])[CH2:24][CH2:25][CH:26]=[CH2:27])[C:10]([N:12]1[CH2:16][C@H:15]([OH:17])[CH2:14][C@H:13]1[C:18]([OH:20])=[O:19])=[O:11])=[O:7])([CH3:4])([CH3:3])[CH3:2].Cl[C:31]1[C:40]2[C:35](=[CH:36][CH:37]=[CH:38][CH:39]=2)[C:34]([O:41][CH2:42][CH3:43])=[CH:33][N:32]=1.CC([O-])(C)C.[K+]. The catalyst is CS(C)=O. The product is [C:1]([O:5][C:6]([NH:8][CH:9]([C@H:21]([CH3:29])[CH2:22][CH:23]([CH3:28])[CH2:24][CH2:25][CH:26]=[CH2:27])[C:10]([N:12]1[CH2:16][C@H:15]([O:17][C:31]2[C:40]3[C:35](=[CH:36][CH:37]=[CH:38][CH:39]=3)[C:34]([O:41][CH2:42][CH3:43])=[CH:33][N:32]=2)[CH2:14][C@H:13]1[C:18]([OH:20])=[O:19])=[O:11])=[O:7])([CH3:4])([CH3:3])[CH3:2]. The yield is 0.640. (2) The reactants are [CH2:1]([N:8]1[CH:12]=[CH:11][CH:10]=[C:9]1[C:13]1[N:18]=[C:17](Cl)[N:16]=[C:15](Cl)[N:14]=1)[C:2]1[CH:7]=[CH:6][CH:5]=[CH:4][CH:3]=1.[NH2:21][C:22]1[CH:35]=[CH:34][C:25]([C:26]([C:28]2[CH:33]=[CH:32][CH:31]=[CH:30][CH:29]=2)=[O:27])=[CH:24][CH:23]=1.[C:36](=[O:39])([O-])[O-].[K+].[K+]. The catalyst is O1CCOCC1. The product is [CH2:1]([N:8]1[CH:12]=[CH:11][CH:10]=[C:9]1[C:13]1[N:18]=[C:17]([NH:21][C:22]2[CH:23]=[CH:24][C:25]([C:26](=[O:27])[C:28]3[CH:33]=[CH:32][CH:31]=[CH:30][CH:29]=3)=[CH:34][CH:35]=2)[N:16]=[C:15]([NH:21][C:22]2[CH:35]=[CH:34][C:25]([C:36](=[O:39])[C:28]3[CH:33]=[CH:32][CH:31]=[CH:30][CH:29]=3)=[CH:24][CH:23]=2)[N:14]=1)[C:2]1[CH:7]=[CH:6][CH:5]=[CH:4][CH:3]=1. The yield is 0.120.